From a dataset of Catalyst prediction with 721,799 reactions and 888 catalyst types from USPTO. Predict which catalyst facilitates the given reaction. (1) Reactant: N#N.[CH3:3][O:4][C@H:5]1[CH2:10][CH2:9][C@H:8]([NH:11]C(=O)OC(C)(C)C)[CH2:7][CH2:6]1.[ClH:19]. Product: [ClH:19].[CH3:3][O:4][C@H:5]1[CH2:10][CH2:9][C@H:8]([NH2:11])[CH2:7][CH2:6]1. The catalyst class is: 135. (2) Product: [F:1][C:2]1[CH:10]=[CH:9][C:8]([CH2:11][C:12]2[C:21]3[C:16](=[CH:17][CH:18]=[CH:19][CH:20]=3)[C:15](=[O:22])[NH:14][N:13]=2)=[CH:7][C:3]=1[C:4]([N:68]1[CH2:69][CH2:70][CH:65]([O:64][CH2:63][C:62](=[O:71])[N:56]2[CH2:57][CH2:58][CH2:59][CH2:60][CH2:61]2)[CH2:66][CH2:67]1)=[O:6]. The catalyst class is: 44. Reactant: [F:1][C:2]1[CH:10]=[CH:9][C:8]([CH2:11][C:12]2[C:21]3[C:16](=[CH:17][CH:18]=[CH:19][CH:20]=3)[C:15](=[O:22])[NH:14][N:13]=2)=[CH:7][C:3]=1[C:4]([OH:6])=O.CN(C(ON1N=NC2C=CC=CC1=2)=[N+](C)C)C.F[P-](F)(F)(F)(F)F.C(N(C(C)C)C(C)C)C.[N:56]1([C:62](=[O:71])[CH2:63][O:64][CH:65]2[CH2:70][CH2:69][NH:68][CH2:67][CH2:66]2)[CH2:61][CH2:60][CH2:59][CH2:58][CH2:57]1. (3) Reactant: Cl.[F:2][C@H:3]1[CH2:7][NH:6][C@H:5]([C:8]([NH:10][CH2:11][C:12]2[CH:17]=[C:16]([C:18]3[CH:19]=[N:20][C:21]([C:24]([F:27])([F:26])[F:25])=[CH:22][CH:23]=3)[C:15]([CH3:28])=[CH:14][N:13]=2)=[O:9])[CH2:4]1.[F:29][C:30]1[CH:35]=[CH:34][C:33]([S:36](Cl)(=[O:38])=[O:37])=[CH:32][CH:31]=1. Product: [F:2][C@H:3]1[CH2:7][N:6]([S:36]([C:33]2[CH:34]=[CH:35][C:30]([F:29])=[CH:31][CH:32]=2)(=[O:38])=[O:37])[C@H:5]([C:8]([NH:10][CH2:11][C:12]2[CH:17]=[C:16]([C:18]3[CH:19]=[N:20][C:21]([C:24]([F:27])([F:26])[F:25])=[CH:22][CH:23]=3)[C:15]([CH3:28])=[CH:14][N:13]=2)=[O:9])[CH2:4]1. The catalyst class is: 4. (4) Product: [I:1][C:2]1[CH:3]=[N:4][N:5]([CH2:10][CH2:11][CH2:12][CH2:13][CH2:14][CH2:15][CH2:16][CH3:17])[CH:6]=1. Reactant: [I:1][C:2]1[CH:3]=[N:4][NH:5][CH:6]=1.[H-].[Na+].Br[CH2:10][CH2:11][CH2:12][CH2:13][CH2:14][CH2:15][CH2:16][CH3:17].O. The catalyst class is: 3. (5) Reactant: [N:1]([C:3]1[C:4]([O:11][CH2:12][CH3:13])=[N:5][C:6]([NH2:10])=[N:7][C:8]=1[NH2:9])=O.S(S([O-])=O)([O-])=O.[Na+].[Na+]. Product: [NH2:10][C:6]1[N:5]=[C:4]([O:11][CH2:12][CH3:13])[C:3]([NH2:1])=[C:8]([NH2:9])[N:7]=1. The catalyst class is: 6. (6) Reactant: [NH:1]=[S:2]([CH2:5][C:6]1[CH:7]=[C:8]([CH:12]2[O:17][C:16]3[CH:18]=[CH:19][CH:20]=[C:21]([C:22]([NH2:24])=O)[C:15]=3[O:14][CH2:13]2)[CH:9]=[N:10][CH:11]=1)([CH3:4])=[O:3].N1C=CC=CC=1.FC(F)(F)C(OC(=O)C(F)(F)F)=O. Product: [NH:1]=[S:2]([CH2:5][C:6]1[CH:7]=[C:8]([CH:12]2[O:17][C:16]3[CH:18]=[CH:19][CH:20]=[C:21]([C:22]#[N:24])[C:15]=3[O:14][CH2:13]2)[CH:9]=[N:10][CH:11]=1)([CH3:4])=[O:3]. The catalyst class is: 12. (7) Reactant: C[O:2][C:3]([C:5]1[CH:6]=[C:7]2[C:12](=[CH:13][CH:14]=1)[NH:11][CH:10]([C:15]1[CH:20]=[C:19](Br)[CH:18]=[CH:17][C:16]=1[Cl:22])[CH2:9][C:8]2([CH3:24])[CH3:23])=[O:4].[O:25]1[CH2:29][CH2:28][NH:27][C:26]1=[O:30].CNCCNC.C(=O)([O-])[O-].[K+].[K+]. Product: [Cl:22][C:16]1[CH:17]=[CH:18][C:19]([N:27]2[CH2:28][CH2:29][O:25][C:26]2=[O:30])=[CH:20][C:15]=1[CH:10]1[CH2:9][C:8]([CH3:24])([CH3:23])[C:7]2[C:12](=[CH:13][CH:14]=[C:5]([C:3]([OH:2])=[O:4])[CH:6]=2)[NH:11]1. The catalyst class is: 767. (8) Reactant: [C:1]([C:3]1[CH:4]=[CH:5][C:6]([CH3:35])=[C:7]([NH:9][C:10](=[O:34])[C:11]2[CH:16]=[CH:15][C:14]([NH:17][C:18]3[N:27]=[C:26]([C:28]4[CH:33]=[CH:32][CH:31]=[CH:30][CH:29]=4)[C:25]4[C:20](=[CH:21][CH:22]=[CH:23][CH:24]=4)[N:19]=3)=[CH:13][CH:12]=2)[CH:8]=1)#[N:2].C[Si]([N:40]=[N+:41]=[N-:42])(C)C.C([Sn](=O)CCCC)CCC. Product: [CH3:35][C:6]1[CH:5]=[CH:4][C:3]([C:1]2[NH:42][N:41]=[N:40][N:2]=2)=[CH:8][C:7]=1[NH:9][C:10](=[O:34])[C:11]1[CH:16]=[CH:15][C:14]([NH:17][C:18]2[N:27]=[C:26]([C:28]3[CH:29]=[CH:30][CH:31]=[CH:32][CH:33]=3)[C:25]3[C:20](=[CH:21][CH:22]=[CH:23][CH:24]=3)[N:19]=2)=[CH:13][CH:12]=1. The catalyst class is: 216. (9) Reactant: Br[C:2]1[CH:10]=[C:9]2[C:5]([CH:6]=[CH:7][NH:8]2)=[CH:4][C:3]=1[Cl:11].[CH3:12][N:13]1[CH:17]=[C:16](B2OC(C)(C)C(C)(C)O2)[CH:15]=[N:14]1.C([O-])([O-])=O.[Na+].[Na+].O. Product: [Cl:11][C:3]1[CH:4]=[C:5]2[C:9](=[CH:10][C:2]=1[C:16]1[CH:15]=[N:14][N:13]([CH3:12])[CH:17]=1)[NH:8][CH:7]=[CH:6]2. The catalyst class is: 600.